This data is from Full USPTO retrosynthesis dataset with 1.9M reactions from patents (1976-2016). The task is: Predict the reactants needed to synthesize the given product. (1) Given the product [C:19]([C:18]1[C:12]2[O:11][CH:10]([CH3:27])[C:9](=[O:28])[N:8]([CH:6]3[CH2:5][N:4]([C:1](=[O:3])[CH3:2])[CH2:7]3)[CH2:14][C:13]=2[C:15]([F:26])=[C:16]([Cl:25])[CH:17]=1)(=[O:20])[CH3:24], predict the reactants needed to synthesize it. The reactants are: [C:1]([N:4]1[CH2:7][CH:6]([N:8]2[CH2:14][C:13]3[C:15]([F:26])=[C:16]([Cl:25])[CH:17]=[C:18]([C:19]4([CH3:24])OCC[O:20]4)[C:12]=3[O:11][CH:10]([CH3:27])[C:9]2=[O:28])[CH2:5]1)(=[O:3])[CH3:2].Cl. (2) The reactants are: C[O:2][C:3]([C:5]1[CH:14]=[C:13]([O:15][CH2:16][C:17](=[O:29])[NH:18][S:19]([C:22]2[CH:27]=[CH:26][C:25]([CH3:28])=[CH:24][CH:23]=2)(=[O:21])=[O:20])[C:12]2[C:7](=[CH:8][C:9]([Cl:31])=[CH:10][C:11]=2[Cl:30])[CH:6]=1)=[O:4].[Li+].[OH-]. Given the product [Cl:30][C:11]1[CH:10]=[C:9]([Cl:31])[CH:8]=[C:7]2[C:12]=1[C:13]([O:15][CH2:16][C:17](=[O:29])[NH:18][S:19]([C:22]1[CH:23]=[CH:24][C:25]([CH3:28])=[CH:26][CH:27]=1)(=[O:21])=[O:20])=[CH:14][C:5]([C:3]([OH:4])=[O:2])=[CH:6]2, predict the reactants needed to synthesize it. (3) The reactants are: [CH:1]1([CH2:4][NH:5][C:6]2[C:11]([NH2:12])=[CH:10][CH:9]=[CH:8][N:7]=2)[CH2:3][CH2:2]1.[Cl:13][C:14]1[CH:19]=[CH:18][C:17]([C:20](=O)[C:21](O)=[O:22])=[CH:16][CH:15]=1. Given the product [Cl:13][C:14]1[CH:19]=[CH:18][C:17]([C:20]2[C:21](=[O:22])[N:5]([CH2:4][CH:1]3[CH2:2][CH2:3]3)[C:6]3[N:7]=[CH:8][CH:9]=[CH:10][C:11]=3[N:12]=2)=[CH:16][CH:15]=1, predict the reactants needed to synthesize it. (4) Given the product [C:10]([C:9]1[C:8]([F:7])=[CH:15][C:14]([NH:18][C@H:19]2[CH2:24][CH2:23][C@H:22]([NH:25][C:26](=[O:32])[O:27][C:28]([CH3:30])([CH3:29])[CH3:31])[CH2:21][CH2:20]2)=[C:13]([F:17])[CH:12]=1)#[N:11], predict the reactants needed to synthesize it. The reactants are: C(=O)([O-])[O-].[K+].[K+].[F:7][C:8]1[CH:15]=[C:14](F)[C:13]([F:17])=[CH:12][C:9]=1[C:10]#[N:11].[NH2:18][C@H:19]1[CH2:24][CH2:23][C@H:22]([NH:25][C:26](=[O:32])[O:27][C:28]([CH3:31])([CH3:30])[CH3:29])[CH2:21][CH2:20]1.[Cl-].[Na+].C(=O)([O-])O.[Na+]. (5) Given the product [CH2:65]([S:72][C:2]1[C:11]([CH3:12])=[C:10]2[C:5]([C:6]([Cl:13])=[CH:7][CH:8]=[N:9]2)=[CH:4][CH:3]=1)[C:66]1[CH:71]=[CH:70][CH:69]=[CH:68][CH:67]=1, predict the reactants needed to synthesize it. The reactants are: Br[C:2]1[C:11]([CH3:12])=[C:10]2[C:5]([C:6]([Cl:13])=[CH:7][CH:8]=[N:9]2)=[CH:4][CH:3]=1.CCN(C(C)C)C(C)C.CC1(C)C2C(=C(P(C3C=CC=CC=3)C3C=CC=CC=3)C=CC=2)OC2C(P(C3C=CC=CC=3)C3C=CC=CC=3)=CC=CC1=2.[CH2:65]([SH:72])[C:66]1[CH:71]=[CH:70][CH:69]=[CH:68][CH:67]=1. (6) Given the product [CH2:27]([NH:2][C@@H:3]1[CH2:5][C@H:4]1[C:6]1[CH:7]=[CH:8][C:9]([NH:12][C:13]([C:15]2[CH:20]=[CH:19][C:18]([C:21]3[CH:26]=[CH:25][CH:24]=[CH:23][CH:22]=3)=[CH:17][CH:16]=2)=[O:14])=[CH:10][CH:11]=1)[C:28]1[CH:33]=[CH:32][CH:31]=[CH:30][CH:29]=1, predict the reactants needed to synthesize it. The reactants are: Cl.[NH2:2][C@@H:3]1[CH2:5][C@H:4]1[C:6]1[CH:11]=[CH:10][C:9]([NH:12][C:13]([C:15]2[CH:20]=[CH:19][C:18]([C:21]3[CH:26]=[CH:25][CH:24]=[CH:23][CH:22]=3)=[CH:17][CH:16]=2)=[O:14])=[CH:8][CH:7]=1.[CH:27](=O)[C:28]1[CH:33]=[CH:32][CH:31]=[CH:30][CH:29]=1.C(=O)([O-])O.[Na+].[BH4-].[Na+]. (7) Given the product [CH2:2]([O:6][CH:7]1[CH2:10][N:9]([C:55](=[O:56])/[CH:54]=[CH:53]/[C:48]2[CH:47]=[C:46]3[C:51](=[N:50][CH:49]=2)[NH:52][C:43](=[O:42])[C:44]2([CH2:37][CH2:36][N:35]([CH3:32])[CH2:38][CH2:40]2)[CH2:45]3)[CH2:8]1)[CH2:3][CH2:4][CH3:5], predict the reactants needed to synthesize it. The reactants are: Cl.[CH2:2]([O:6][CH:7]1[CH2:10][NH:9][CH2:8]1)[CH2:3][CH2:4][CH3:5].CCN=C=NCCCN(C)C.C1C=CC2N(O)N=NC=2C=1.[CH:32]([N:35]([CH:38]([CH3:40])C)[CH2:36][CH3:37])(C)C.Cl.[O:42]=[C:43]1[NH:52][C:51]2[N:50]=[CH:49][C:48](/[CH:53]=[CH:54]/[C:55](O)=[O:56])=[CH:47][C:46]=2[CH2:45][CH2:44]1.